From a dataset of Full USPTO retrosynthesis dataset with 1.9M reactions from patents (1976-2016). Predict the reactants needed to synthesize the given product. (1) Given the product [Br:1][C:2]1[C:7]([O:8][CH3:9])=[CH:6][CH:5]=[CH:4][N:3]=1, predict the reactants needed to synthesize it. The reactants are: [Br:1][C:2]1[C:7]([OH:8])=[CH:6][CH:5]=[CH:4][N:3]=1.[CH3:9][O-].[Na+].CO.CI. (2) Given the product [CH3:28][O:27][C:24]1[N:25]=[C:26]2[C:21](=[CH:22][CH:23]=1)[N:20]=[CH:19][CH:18]=[C:17]2[NH:16][C:15]([CH:11]1[CH2:12][CH2:13][CH2:14][CH:9]([CH2:8][NH2:7])[CH2:10]1)=[O:29], predict the reactants needed to synthesize it. The reactants are: C(OC(=O)[NH:7][CH2:8][CH:9]1[CH2:14][CH2:13][CH2:12][CH:11]([C:15](=[O:29])[NH:16][C:17]2[C:26]3[C:21](=[CH:22][CH:23]=[C:24]([O:27][CH3:28])[N:25]=3)[N:20]=[CH:19][CH:18]=2)[CH2:10]1)(C)(C)C.C(OC(NCC1CCCC(C(O)=O)C1)=O)(C)(C)C.CN(C(ON1N=NC2C=CC=NC1=2)=[N+](C)C)C.F[P-](F)(F)(F)(F)F.C(N(CC)CC)C. (3) Given the product [ClH:39].[F:1][C:2]1[CH:3]=[C:4]([S:8]([N:11]2[C:15]([C:16]3[C:17]([F:22])=[N:18][CH:19]=[CH:20][CH:21]=3)=[CH:14][C:13]([CH2:23][NH:24][CH3:25])=[CH:12]2)(=[O:9])=[O:10])[CH:5]=[CH:6][CH:7]=1, predict the reactants needed to synthesize it. The reactants are: [F:1][C:2]1[CH:3]=[C:4]([S:8]([N:11]2[C:15]([C:16]3[C:17]([F:22])=[N:18][CH:19]=[CH:20][CH:21]=3)=[CH:14][C:13]([CH2:23][N:24](C)[C:25](=O)OC(C)(C)C)=[CH:12]2)(=[O:10])=[O:9])[CH:5]=[CH:6][CH:7]=1.C(OCC)(=O)C.[ClH:39]. (4) Given the product [CH3:32][C:31]1[CH:30]=[C:29]([C:42]2[CH2:41][CH2:40][N:39]([S:36]([CH3:35])(=[O:37])=[O:38])[CH2:44][CH:43]=2)[CH:28]=[C:27]([CH3:34])[C:26]=1[C:5]1[CH:4]=[CH:3][C:2]([F:1])=[C:10]2[C:6]=1[CH2:7][CH2:8][C@H:9]2[O:11][C:12]1[CH:25]=[CH:24][C:15]2[C@H:16]([CH2:19][C:20]([O:22][CH3:23])=[O:21])[CH2:17][O:18][C:14]=2[CH:13]=1, predict the reactants needed to synthesize it. The reactants are: [F:1][C:2]1[CH:3]=[CH:4][C:5]([C:26]2[C:31]([CH3:32])=[CH:30][C:29](I)=[CH:28][C:27]=2[CH3:34])=[C:6]2[C:10]=1[C@H:9]([O:11][C:12]1[CH:25]=[CH:24][C:15]3[C@H:16]([CH2:19][C:20]([O:22][CH3:23])=[O:21])[CH2:17][O:18][C:14]=3[CH:13]=1)[CH2:8][CH2:7]2.[CH3:35][S:36]([N:39]1[CH2:44][CH:43]=[C:42](B2OC(C)(C)C(C)(C)O2)[CH2:41][CH2:40]1)(=[O:38])=[O:37]. (5) Given the product [Cl:14][C:15]1[CH:16]=[C:17]([NH:26][C:8]2[C:7]([N+:11]([O-:13])=[O:12])=[CH:6][C:3]([C:4]#[N:5])=[C:2]([F:1])[CH:9]=2)[CH:18]=[N:19][C:20]=1[O:21][CH2:22][CH:23]([CH3:24])[CH3:25], predict the reactants needed to synthesize it. The reactants are: [F:1][C:2]1[CH:9]=[C:8](F)[C:7]([N+:11]([O-:13])=[O:12])=[CH:6][C:3]=1[C:4]#[N:5].[Cl:14][C:15]1[CH:16]=[C:17]([NH2:26])[CH:18]=[N:19][C:20]=1[O:21][CH2:22][CH:23]([CH3:25])[CH3:24].C([O-])([O-])=O.[K+].[K+].